Task: Predict the reactants needed to synthesize the given product.. Dataset: Full USPTO retrosynthesis dataset with 1.9M reactions from patents (1976-2016) (1) Given the product [CH2:5]([O:8][C:9]1[C:10]([C:1](=[O:3])[CH2:2][CH3:28])=[CH:11][C:12]2[C:13]([CH3:21])([CH3:22])[CH2:14][CH2:15][C:16]([CH3:20])([CH3:19])[C:17]=2[CH:18]=1)[CH2:6][CH3:7], predict the reactants needed to synthesize it. The reactants are: [C:1](Cl)(=[O:3])[CH3:2].[CH2:5]([O:8][C:9]1[CH:10]=[CH:11][C:12]2[C:13]([CH3:22])([CH3:21])[CH2:14][CH2:15][C:16]([CH3:20])([CH3:19])[C:17]=2[CH:18]=1)[CH2:6][CH3:7].[Cl-].[Cl-].[Cl-].[Al+3].Cl[CH2:28]Cl. (2) Given the product [C:17]([C:14]1[CH:15]=[C:16]2[C:11](=[CH:12][C:13]=1[O:19][CH3:20])[N:10]=[CH:9][CH:8]=[C:7]2[O:6][C:5]1[CH:21]=[CH:22][C:2]([NH:1][C:35]([NH:34][CH2:30][CH2:31][CH2:32][CH3:33])=[O:36])=[CH:3][CH:4]=1)#[N:18], predict the reactants needed to synthesize it. The reactants are: [NH2:1][C:2]1[CH:22]=[CH:21][C:5]([O:6][C:7]2[C:16]3[C:11](=[CH:12][C:13]([O:19][CH3:20])=[C:14]([C:17]#[N:18])[CH:15]=3)[N:10]=[CH:9][CH:8]=2)=[CH:4][CH:3]=1.C1(C)C=CC=CC=1.[CH2:30]([N:34]=[C:35]=[O:36])[CH2:31][CH2:32][CH3:33]. (3) Given the product [O:8]=[C:3]1[C@H:2]([NH:1][C:16](=[O:17])[O:18][C:19]([CH3:22])([CH3:21])[CH3:20])[CH2:7][CH2:6][CH2:5][NH:4]1, predict the reactants needed to synthesize it. The reactants are: [NH2:1][C@@H:2]1[CH2:7][CH2:6][CH2:5][NH:4][C:3]1=[O:8].C(N(CC)CC)C.[C:16](O[C:16]([O:18][C:19]([CH3:22])([CH3:21])[CH3:20])=[O:17])([O:18][C:19]([CH3:22])([CH3:21])[CH3:20])=[O:17].